This data is from Catalyst prediction with 721,799 reactions and 888 catalyst types from USPTO. The task is: Predict which catalyst facilitates the given reaction. (1) Reactant: C([Si](C)(C)[O:6][C:7]1[CH:47]=[CH:46][C:10]2[N:11]([CH2:30][C:31]3[CH:36]=[CH:35][C:34]([O:37][CH2:38][CH2:39][N:40]4[CH2:45][CH2:44][CH2:43][CH2:42][CH2:41]4)=[CH:33][CH:32]=3)[CH2:12][CH:13]([C:16]3[CH:21]=[CH:20][CH:19]=[C:18]([O:22][Si](C(C)(C)C)(C)C)[CH:17]=3)[CH2:14][O:15][C:9]=2[CH:8]=1)(C)(C)C.Cl. Product: [OH:22][C:18]1[CH:17]=[C:16]([CH:13]2[CH2:12][N:11]([CH2:30][C:31]3[CH:32]=[CH:33][C:34]([O:37][CH2:38][CH2:39][N:40]4[CH2:41][CH2:42][CH2:43][CH2:44][CH2:45]4)=[CH:35][CH:36]=3)[C:10]3[CH:46]=[CH:47][C:7]([OH:6])=[CH:8][C:9]=3[O:15][CH2:14]2)[CH:21]=[CH:20][CH:19]=1. The catalyst class is: 92. (2) Reactant: Cl[C:2]1[S:3][C:4]([C:7]#[N:8])=[CH:5][N:6]=1.[NH2:9][C:10]1[CH:11]=[C:12]([OH:16])[CH:13]=[CH:14][CH:15]=1.C([O-])([O-])=O.[K+].[K+].O. Product: [NH2:9][C:10]1[CH:11]=[C:12]([CH:13]=[CH:14][CH:15]=1)[O:16][C:2]1[S:3][C:4]([C:7]#[N:8])=[CH:5][N:6]=1. The catalyst class is: 9. (3) Reactant: [CH2:1]([N:8]1[C:12]2[CH:13]=[C:14]([OH:17])[CH:15]=[CH:16][C:11]=2[N:10]=[C:9]1[NH2:18])[C:2]1[CH:7]=[CH:6][CH:5]=[CH:4][CH:3]=1.[O:19](C(OC(C)(C)C)=O)[C:20]([O:22][C:23]([CH3:26])([CH3:25])[CH3:24])=O.[OH-].[Na+]. Product: [CH2:1]([N:8]1[C:12]2[CH:13]=[C:14]([OH:17])[CH:15]=[CH:16][C:11]=2[N:10]=[C:9]1[NH:18][C:20]([O:22][C:23]([CH3:26])([CH3:25])[CH3:24])=[O:19])[C:2]1[CH:3]=[CH:4][CH:5]=[CH:6][CH:7]=1. The catalyst class is: 17. (4) Reactant: [NH2:1][C:2]1[O:3][CH2:4][C@:5]2([C:19]3[C:14](=[N:15][CH:16]=[C:17](Br)[CH:18]=3)[O:13][C:12]3[C:7]2=[CH:8][C:9]([OH:21])=[CH:10][CH:11]=3)[N:6]=1.C(=O)([O-])[O-].[K+].[K+].[O:28]1[CH2:33][CH:32]=[C:31](B2OC(C)(C)C(C)(C)O2)[CH2:30][CH2:29]1.CN(C=O)C. Product: [NH2:1][C:2]1[O:3][CH2:4][C@:5]2([C:19]3[C:14](=[N:15][CH:16]=[C:17]([C:31]4[CH2:32][CH2:33][O:28][CH2:29][CH:30]=4)[CH:18]=3)[O:13][C:12]3[C:7]2=[CH:8][C:9]([OH:21])=[CH:10][CH:11]=3)[N:6]=1. The catalyst class is: 6.